The task is: Regression. Given a peptide amino acid sequence and an MHC pseudo amino acid sequence, predict their binding affinity value. This is MHC class I binding data.. This data is from Peptide-MHC class I binding affinity with 185,985 pairs from IEDB/IMGT. (1) The peptide sequence is ETIGLVRAL. The MHC is HLA-B08:02 with pseudo-sequence HLA-B08:02. The binding affinity (normalized) is 0.0847. (2) The peptide sequence is VLQQIFHSS. The MHC is HLA-B51:01 with pseudo-sequence HLA-B51:01. The binding affinity (normalized) is 0.0847.